Task: Predict the reactants needed to synthesize the given product.. Dataset: Full USPTO retrosynthesis dataset with 1.9M reactions from patents (1976-2016) (1) Given the product [Cl:1][C:2]1[CH:3]=[C:4]2[C:9](=[CH:10][CH:11]=1)[NH:8][CH:7]([C:12]1[CH:13]=[C:14]([CH:25]=[CH:26][CH:27]=1)[C:15]([OH:17])=[O:16])[C:6]([CH3:29])([CH3:28])[CH2:5]2, predict the reactants needed to synthesize it. The reactants are: [Cl:1][C:2]1[CH:3]=[C:4]2[C:9](=[CH:10][CH:11]=1)[NH:8][CH:7]([C:12]1[CH:13]=[C:14]([CH:25]=[CH:26][CH:27]=1)[C:15]([O:17]CC1C=CC=CC=1)=[O:16])[C:6]([CH3:29])([CH3:28])[CH2:5]2.[OH-].[Na+]. (2) Given the product [Cl:23][C:21]1[CH:20]=[CH:19][C:18]([F:24])=[C:17]([C:14]2[CH:15]=[CH:16][C:11]([CH2:10][C@@H:3]([NH:2][C:25](=[O:31])[CH2:26][CH2:27][C:28]([OH:30])=[O:29])[CH2:4][C:5]([O:7][CH2:8][CH3:9])=[O:6])=[CH:12][CH:13]=2)[CH:22]=1, predict the reactants needed to synthesize it. The reactants are: Cl.[NH2:2][C@H:3]([CH2:10][C:11]1[CH:16]=[CH:15][C:14]([C:17]2[CH:22]=[C:21]([Cl:23])[CH:20]=[CH:19][C:18]=2[F:24])=[CH:13][CH:12]=1)[CH2:4][C:5]([O:7][CH2:8][CH3:9])=[O:6].[C:25]1(=[O:31])[O:30][C:28](=[O:29])[CH2:27][CH2:26]1.CCN(C(C)C)C(C)C. (3) The reactants are: [F:1][C:2]1[CH:3]=[CH:4][C:5]([N+:9]([O-:11])=[O:10])=[C:6]([NH2:8])[CH:7]=1.[C:12](OC(=O)C)(=[O:14])[CH3:13].C(N(CC)C(C)C)C.CN(C1C=CC=CN=1)C. Given the product [F:1][C:2]1[CH:3]=[CH:4][C:5]([N+:9]([O-:11])=[O:10])=[C:6]([NH:8][C:12](=[O:14])[CH3:13])[CH:7]=1, predict the reactants needed to synthesize it. (4) Given the product [C:30]([C:29]1[C:19]([N:15]2[CH2:16][CH2:17][CH:12]([C:9]3[NH:8][C:7]([C:1]4[CH:2]=[CH:3][CH:4]=[CH:5][CH:6]=4)=[N:11][N:10]=3)[CH2:13][CH2:14]2)=[N:20][C:21]([CH3:32])=[C:22]([CH:28]=1)[C:23]([O:25][CH2:26][CH3:27])=[O:24])#[N:31], predict the reactants needed to synthesize it. The reactants are: [C:1]1([C:7]2[NH:8][C:9]([CH:12]3[CH2:17][CH2:16][NH:15][CH2:14][CH2:13]3)=[N:10][N:11]=2)[CH:6]=[CH:5][CH:4]=[CH:3][CH:2]=1.Cl[C:19]1[C:29]([C:30]#[N:31])=[CH:28][C:22]([C:23]([O:25][CH2:26][CH3:27])=[O:24])=[C:21]([CH3:32])[N:20]=1.CCN(C(C)C)C(C)C.O1C=NN=C1.C([O-])(O)=O.[Na+]. (5) Given the product [CH2:3]([C:5]1[CH:10]=[CH:9][CH:8]=[CH:7][N+:6]=1[O-:1])[CH3:4], predict the reactants needed to synthesize it. The reactants are: [OH:1]O.[CH2:3]([C:5]1[CH:10]=[CH:9][CH:8]=[CH:7][N:6]=1)[CH3:4].O. (6) Given the product [OH2:18].[OH2:33].[OH2:18].[S:32]([OH:36])([OH:35])(=[O:34])=[O:33].[CH2:1]([C:8]1([OH:31])[CH2:9][CH2:10][N:11]([CH2:14][CH2:15][NH:16][C:17]([NH:19][C:20]2[C:29]3[C:24](=[CH:25][CH:26]=[CH:27][CH:28]=3)[N:23]=[C:22]([CH3:30])[CH:21]=2)=[O:18])[CH2:12][CH2:13]1)[C:2]1[CH:7]=[CH:6][CH:5]=[CH:4][CH:3]=1, predict the reactants needed to synthesize it. The reactants are: [CH2:1]([C:8]1([OH:31])[CH2:13][CH2:12][N:11]([CH2:14][CH2:15][NH:16][C:17]([NH:19][C:20]2[C:29]3[C:24](=[CH:25][CH:26]=[CH:27][CH:28]=3)[N:23]=[C:22]([CH3:30])[CH:21]=2)=[O:18])[CH2:10][CH2:9]1)[C:2]1[CH:7]=[CH:6][CH:5]=[CH:4][CH:3]=1.[S:32](=[O:36])(=[O:35])([OH:34])[OH:33].